Dataset: Forward reaction prediction with 1.9M reactions from USPTO patents (1976-2016). Task: Predict the product of the given reaction. The product is: [Cl:1][C:2]1[C:7]([NH:8][C:9](=[O:18])[C:10]2[CH:15]=[CH:14][C:13]([F:16])=[CH:12][C:11]=2[F:17])=[CH:6][C:5]([C:29]2[CH:30]=[CH:31][C:32]3[N:33]=[CH:34][N:35]=[C:36]([O:39][CH:40]4[CH2:45][CH2:44][O:43][CH2:42][CH2:41]4)[C:37]=3[N:38]=2)=[CH:4][N:3]=1. Given the reactants [Cl:1][C:2]1[C:7]([NH:8][C:9](=[O:18])[C:10]2[CH:15]=[CH:14][C:13]([F:16])=[CH:12][C:11]=2[F:17])=[CH:6][C:5](B2OC(C)(C)C(C)(C)O2)=[CH:4][N:3]=1.Cl[C:29]1[CH:30]=[CH:31][C:32]2[N:33]=[CH:34][N:35]=[C:36]([O:39][CH:40]3[CH2:45][CH2:44][O:43][CH2:42][CH2:41]3)[C:37]=2[N:38]=1.C(=O)(O)[O-].[Na+], predict the reaction product.